From a dataset of Forward reaction prediction with 1.9M reactions from USPTO patents (1976-2016). Predict the product of the given reaction. (1) Given the reactants [C:1]1([NH:7][C:8]([NH2:10])=[S:9])[CH:6]=[CH:5][CH:4]=[CH:3][CH:2]=1.Br[CH:12]([CH:18]([CH3:20])[CH3:19])[C:13](OCC)=[O:14], predict the reaction product. The product is: [NH:7]([C:8]1[S:9][CH:12]([CH:18]([CH3:20])[CH3:19])[C:13](=[O:14])[N:10]=1)[C:1]1[CH:6]=[CH:5][CH:4]=[CH:3][CH:2]=1. (2) Given the reactants [N+:1]([C:4]1[CH:15]=[CH:14][C:7]2[NH:8][C:9](=[O:13])[CH2:10][CH2:11][CH2:12][C:6]=2[CH:5]=1)([O-:3])=[O:2].[H-].[Na+].[H][H].[CH:20](I)([CH3:22])[CH3:21], predict the reaction product. The product is: [CH:20]([N:8]1[C:9](=[O:13])[CH2:10][CH2:11][CH2:12][C:6]2[CH:5]=[C:4]([N+:1]([O-:3])=[O:2])[CH:15]=[CH:14][C:7]1=2)([CH3:22])[CH3:21]. (3) Given the reactants [Br:1][C:2]1[CH:7]=[CH:6][C:5]([NH:8]/[C:9](/[C:16]2[CH:21]=[CH:20][CH:19]=[CH:18][CH:17]=2)=[CH:10]\[C:11]([O:13]CC)=O)=[CH:4][C:3]=1[O:22][CH3:23], predict the reaction product. The product is: [Br:1][C:2]1[CH:7]=[C:6]2[C:5](=[CH:4][C:3]=1[O:22][CH3:23])[NH:8][C:9]([C:16]1[CH:17]=[CH:18][CH:19]=[CH:20][CH:21]=1)=[CH:10][C:11]2=[O:13]. (4) Given the reactants [O:1]=[C:2]1[NH:8][C:5]2([CH2:7][CH2:6]2)[CH2:4][C:3]21[CH2:13][CH2:12][N:11]([C:14]([O:16][C:17]([CH3:20])([CH3:19])[CH3:18])=[O:15])[CH2:10][CH2:9]2, predict the reaction product. The product is: [CH3:6][C:5]1([CH3:7])[CH2:4][C:3]2([CH2:13][CH2:12][N:11]([C:14]([O:16][C:17]([CH3:20])([CH3:19])[CH3:18])=[O:15])[CH2:10][CH2:9]2)[C:2](=[O:1])[NH:8]1. (5) The product is: [ClH:32].[C:1]([C:5]1[C:6]([Cl:32])=[C:7]([C:11]2[NH:15][C:14]3[C:16]([C:28]([F:31])([F:30])[F:29])=[CH:17][C:18]([C:20]4[C:21]([F:27])=[CH:22][CH:23]=[CH:24][C:25]=4[F:26])=[CH:19][C:13]=3[N:12]=2)[N:8]([CH3:10])[N:9]=1)([CH3:4])([CH3:2])[CH3:3]. Given the reactants [C:1]([C:5]1[C:6]([Cl:32])=[C:7]([C:11]2[NH:15][C:14]3[C:16]([C:28]([F:31])([F:30])[F:29])=[CH:17][C:18]([C:20]4[C:25]([F:26])=[CH:24][CH:23]=[CH:22][C:21]=4[F:27])=[CH:19][C:13]=3[N:12]=2)[N:8]([CH3:10])[N:9]=1)([CH3:4])([CH3:3])[CH3:2].Cl, predict the reaction product. (6) Given the reactants CS(O[CH2:6][CH2:7][CH2:8][C:9]1[CH:14]=[CH:13][C:12]([Br:15])=[CH:11][CH:10]=1)(=O)=O.C([O-])([O-])=O.[K+].[K+].[CH3:22][O:23][CH2:24][CH2:25][CH2:26][NH2:27], predict the reaction product. The product is: [Br:15][C:12]1[CH:13]=[CH:14][C:9]([CH2:8][CH2:7][CH2:6][NH:27][CH2:26][CH2:25][CH2:24][O:23][CH3:22])=[CH:10][CH:11]=1. (7) Given the reactants [CH3:1][O:2][C:3]1[N:8]=[C:7]([NH:9][CH2:10][C:11]([O:13][CH3:14])=[O:12])[C:6]([N+:15]([O-])=O)=[CH:5][CH:4]=1.CO, predict the reaction product. The product is: [NH2:15][C:6]1[C:7]([NH:9][CH2:10][C:11]([O:13][CH3:14])=[O:12])=[N:8][C:3]([O:2][CH3:1])=[CH:4][CH:5]=1. (8) The product is: [NH2:29][C:26]1[N:25]=[CH:24][C:23]([C:21]2[CH:20]=[CH:19][C:13]3[N:14]([C:15]([CH3:17])([CH3:18])[CH3:16])[C:10]([C:5]4[CH:6]=[CH:7][CH:8]=[CH:9][C:4]=4[C:3]([NH:31][NH2:32])=[O:30])=[N:11][C:12]=3[CH:22]=2)=[CH:28][N:27]=1. Given the reactants CO[C:3](=[O:30])[C:4]1[CH:9]=[CH:8][CH:7]=[CH:6][C:5]=1[C:10]1[N:14]([C:15]([CH3:18])([CH3:17])[CH3:16])[C:13]2[CH:19]=[CH:20][C:21]([C:23]3[CH:24]=[N:25][C:26]([NH2:29])=[N:27][CH:28]=3)=[CH:22][C:12]=2[N:11]=1.[NH2:31][NH2:32], predict the reaction product. (9) Given the reactants [H-].[Na+].[SH:3][C:4]1[NH:8][C:7]2[CH:9]=[C:10]([CH3:14])[C:11]([Cl:13])=[CH:12][C:6]=2[N:5]=1.[N+]([C:18]1[O:22][C:21]([CH:23]=[O:24])=[CH:20][CH:19]=1)([O-])=O, predict the reaction product. The product is: [Cl:13][C:11]1[C:10]([CH3:14])=[CH:9][C:7]2[NH:8][C:4]([S:3][C:18]3[O:22][C:21]([CH:23]=[O:24])=[CH:20][CH:19]=3)=[N:5][C:6]=2[CH:12]=1.